Task: Predict which catalyst facilitates the given reaction.. Dataset: Catalyst prediction with 721,799 reactions and 888 catalyst types from USPTO (1) Reactant: [OH-].[Na+].[Cl:3][C:4]1[CH:5]=[C:6]([C:14]2[O:18][N:17]=[C:16]([C:19]3[CH:27]=[CH:26][CH:25]=[C:24]4[C:20]=3[CH:21]=[N:22][N:23]4[CH2:28][CH2:29][CH2:30][C:31]([O:33]CC)=[O:32])[N:15]=2)[CH:7]=[CH:8][C:9]=1[O:10][CH:11]([CH3:13])[CH3:12]. Product: [Cl:3][C:4]1[CH:5]=[C:6]([C:14]2[O:18][N:17]=[C:16]([C:19]3[CH:27]=[CH:26][CH:25]=[C:24]4[C:20]=3[CH:21]=[N:22][N:23]4[CH2:28][CH2:29][CH2:30][C:31]([OH:33])=[O:32])[N:15]=2)[CH:7]=[CH:8][C:9]=1[O:10][CH:11]([CH3:13])[CH3:12]. The catalyst class is: 8. (2) Reactant: [N+:1]([C:4]1[C:5](C(O)=O)=[N:6][N:7]([C:9]2[CH:14]=[CH:13][CH:12]=[CH:11][CH:10]=2)[CH:8]=1)([O-:3])=[O:2].C1(P([N:32]=[N+]=[N-])(C2C=CC=CC=2)=O)C=CC=CC=1.C(N(CC)CC)C.CC(O)(C)C. Product: [NH2:32][C:5]1[C:4]([N+:1]([O-:3])=[O:2])=[CH:8][N:7]([C:9]2[CH:14]=[CH:13][CH:12]=[CH:11][CH:10]=2)[N:6]=1. The catalyst class is: 155. (3) Reactant: [NH2:1][C:2]1[CH:11]=[CH:10][C:5]([C:6]([O:8][CH3:9])=[O:7])=[CH:4][C:3]=1[Br:12].[CH3:13][C:14]1([CH3:22])[O:21][C:19](=[O:20])[CH2:18][C:16](=[O:17])[O:15]1.[CH:23](OCC)(OCC)OCC. Product: [Br:12][C:3]1[CH:4]=[C:5]([CH:10]=[CH:11][C:2]=1[NH:1][CH:23]=[C:18]1[C:19](=[O:20])[O:21][C:14]([CH3:22])([CH3:13])[O:15][C:16]1=[O:17])[C:6]([O:8][CH3:9])=[O:7]. The catalyst class is: 32.